From a dataset of Catalyst prediction with 721,799 reactions and 888 catalyst types from USPTO. Predict which catalyst facilitates the given reaction. (1) Reactant: [C:1]([C:5]([O:7]CC)=O)([F:4])([F:3])[F:2].O.[NH2:11][CH2:12][CH2:13][N:14]([CH3:29])[CH2:15][CH2:16][NH:17][C:18]1[N:19]=[N+:20]([O-:28])[C:21]2[CH:27]=[CH:26][CH:25]=[CH:24][C:22]=2[N:23]=1. Product: [F:4][C:1]([F:2])([F:3])[C:5]([NH:11][CH2:12][CH2:13][N:14]([CH3:29])[CH2:15][CH2:16][NH:17][C:18]1[N:19]=[N+:20]([O-:28])[C:21]2[CH:27]=[CH:26][CH:25]=[CH:24][C:22]=2[N:23]=1)=[O:7]. The catalyst class is: 23. (2) Reactant: C(OC([N:8](C(OC(C)(C)C)=O)[CH2:9][CH2:10][CH2:11][C@H:12]1[CH2:14][C@@:13]1([C:19]1[N:20]=[CH:21][N:22]([C:24]2[CH:29]=[CH:28][CH:27]=[CH:26][CH:25]=2)[CH:23]=1)[C:15]([O:17]C)=[O:16])=O)(C)(C)C. Product: [NH2:8][CH2:9][CH2:10][CH2:11][CH:12]1[CH2:14][C:13]1([C:19]1[N:20]=[CH:21][N:22]([C:24]2[CH:29]=[CH:28][CH:27]=[CH:26][CH:25]=2)[CH:23]=1)[C:15]([OH:17])=[O:16]. The catalyst class is: 33. (3) Reactant: [CH2:1]([OH:6])[C:2]([CH3:5])([CH3:4])[CH3:3].[H-].[Na+].[C:9]([O:13][C:14]([N:16]1[CH2:22][CH2:21][C:20]2[C:23]([S:28][CH2:29][C:30]3[N:31]=[N:32][C:33](Cl)=[CH:34][CH:35]=3)=[C:24]([Cl:27])[CH:25]=[CH:26][C:19]=2[CH2:18][CH2:17]1)=[O:15])([CH3:12])([CH3:11])[CH3:10]. Product: [C:9]([O:13][C:14]([N:16]1[CH2:22][CH2:21][C:20]2[C:23]([S:28][CH2:29][C:30]3[N:31]=[N:32][C:33]([O:6][CH2:1][C:2]([CH3:5])([CH3:4])[CH3:3])=[CH:34][CH:35]=3)=[C:24]([Cl:27])[CH:25]=[CH:26][C:19]=2[CH2:18][CH2:17]1)=[O:15])([CH3:12])([CH3:10])[CH3:11]. The catalyst class is: 20. (4) Reactant: [CH3:1][C:2]([O:5][C:6]([NH:8][C:9]1([C:13]([OH:15])=O)[CH2:12][CH2:11][CH2:10]1)=[O:7])([CH3:4])[CH3:3].CCN(C(C)C)C(C)C.CN(C(ON1N=NC2C=CC=NC1=2)=[N+](C)C)C.F[P-](F)(F)(F)(F)F.[CH3:49][C:50]1([CH3:67])[C:54]2[C:55]([O:59][C:60]3[N:65]=[CH:64][C:63]([NH2:66])=[CH:62][CH:61]=3)=[CH:56][CH:57]=[CH:58][C:53]=2[O:52][CH2:51]1. Product: [CH3:49][C:50]1([CH3:67])[C:54]2[C:55]([O:59][C:60]3[N:65]=[CH:64][C:63]([NH:66][C:13]([C:9]4([NH:8][C:6](=[O:7])[O:5][C:2]([CH3:1])([CH3:3])[CH3:4])[CH2:10][CH2:11][CH2:12]4)=[O:15])=[CH:62][CH:61]=3)=[CH:56][CH:57]=[CH:58][C:53]=2[O:52][CH2:51]1. The catalyst class is: 3.